From a dataset of Blood-brain barrier permeability classification from the B3DB database. Regression/Classification. Given a drug SMILES string, predict its absorption, distribution, metabolism, or excretion properties. Task type varies by dataset: regression for continuous measurements (e.g., permeability, clearance, half-life) or binary classification for categorical outcomes (e.g., BBB penetration, CYP inhibition). Dataset: b3db_classification. (1) The drug is COc1ccccc1OC[C@H]1CNC(=O)O1. The result is 1 (penetrates BBB). (2) The drug is CCc1ccc(-c2ccc(C(=O)N(C)C3CCN(C(=O)N4CCC(N5CCCCC5)C4)C3)cc2)cc1. The result is 1 (penetrates BBB).